Dataset: Forward reaction prediction with 1.9M reactions from USPTO patents (1976-2016). Task: Predict the product of the given reaction. (1) The product is: [CH2:40]([N:47]1[CH2:48][CH2:49][CH:50]([N:53]([CH2:54][CH:55]2[O:56][CH2:57][CH2:58][O:59]2)[C:8]([C:4]2[NH:5][C:6]([CH3:7])=[C:2]([Cl:1])[CH:3]=2)=[O:10])[CH2:51][CH2:52]1)[C:41]1[CH:46]=[CH:45][CH:44]=[CH:43][CH:42]=1. Given the reactants [Cl:1][C:2]1[CH:3]=[C:4]([C:8]([OH:10])=O)[NH:5][C:6]=1[CH3:7].Cl.CN(C)CCCN=C=NCC.CN1CCOCC1.ON1C2C=CC=CC=2N=N1.[CH2:40]([N:47]1[CH2:52][CH2:51][CH:50]([NH:53][CH2:54][CH:55]2[O:59][CH2:58][CH2:57][O:56]2)[CH2:49][CH2:48]1)[C:41]1[CH:46]=[CH:45][CH:44]=[CH:43][CH:42]=1, predict the reaction product. (2) Given the reactants CN(C)C(=O)C.Br[C:8]1[C:9]([NH:15][C:16]2[CH:23]=[CH:22][C:19]([C:20]#[N:21])=[CH:18][CH:17]=2)=[N:10][CH:11]=[C:12]([CH3:14])[CH:13]=1.C1CCN2C(=NCCC2)CC1, predict the reaction product. The product is: [CH3:14][C:12]1[CH:11]=[N:10][C:9]2[NH:15][C:16]3[C:23]([C:8]=2[CH:13]=1)=[CH:22][C:19]([C:20]#[N:21])=[CH:18][CH:17]=3.